This data is from Forward reaction prediction with 1.9M reactions from USPTO patents (1976-2016). The task is: Predict the product of the given reaction. The product is: [CH:15]1([NH:19][C:20](=[O:31])[NH:21][C:22]2[CH:23]=[CH:24][C:25]([C:26]([N:7]3[CH2:6][CH2:5][N:4]([C:8]([O:10][C:11]([CH3:13])([CH3:12])[CH3:14])=[O:9])[CH2:3][C@@H:2]3[CH3:1])=[O:27])=[CH:29][CH:30]=2)[CH2:16][CH2:17][CH2:18]1. Given the reactants [CH3:1][C@@H:2]1[NH:7][CH2:6][CH2:5][N:4]([C:8]([O:10][C:11]([CH3:14])([CH3:13])[CH3:12])=[O:9])[CH2:3]1.[CH:15]1([NH:19][C:20](=[O:31])[NH:21][C:22]2[CH:30]=[CH:29][C:25]([C:26](O)=[O:27])=[CH:24][CH:23]=2)[CH2:18][CH2:17][CH2:16]1.C(N(C(C)C)C(C)C)C, predict the reaction product.